Regression. Given two drug SMILES strings and cell line genomic features, predict the synergy score measuring deviation from expected non-interaction effect. From a dataset of NCI-60 drug combinations with 297,098 pairs across 59 cell lines. Cell line: OVCAR3. Drug 1: CC1CC2C3CCC4=CC(=O)C=CC4(C3(C(CC2(C1(C(=O)CO)O)C)O)F)C. Synergy scores: CSS=12.0, Synergy_ZIP=1.86, Synergy_Bliss=5.26, Synergy_Loewe=-3.72, Synergy_HSA=2.98. Drug 2: C1=CC(=C(C=C1I)F)NC2=C(C=CC(=C2F)F)C(=O)NOCC(CO)O.